Dataset: Catalyst prediction with 721,799 reactions and 888 catalyst types from USPTO. Task: Predict which catalyst facilitates the given reaction. Reactant: [CH3:1][C:2]1([N:8]2[CH2:13][CH2:12][CH:11]([N:14]3[C@H:18]4[CH2:19][CH2:20][CH2:21][CH2:22][C@@H:17]4[NH:16][C:15]3=[O:23])[CH2:10][CH2:9]2)[CH2:7][CH2:6][NH:5][CH2:4][CH2:3]1.C(N(C(C)C)CC)(C)C.Cl[C:34]([O:36][CH:37]([CH3:39])[CH3:38])=[O:35].C1(C)C=CC=CC=1.C([O-])(O)=O.[Na+]. Product: [O:23]=[C:15]1[N:14]([CH:11]2[CH2:12][CH2:13][N:8]([C:2]3([CH3:1])[CH2:7][CH2:6][N:5]([C:34]([O:36][CH:37]([CH3:39])[CH3:38])=[O:35])[CH2:4][CH2:3]3)[CH2:9][CH2:10]2)[C@H:18]2[CH2:19][CH2:20][CH2:21][CH2:22][C@@H:17]2[NH:16]1. The catalyst class is: 4.